The task is: Predict the reaction yield, written as a fraction of the theoretical maximum amount of product (1.0 means a 100% yield; for example, 0.34 means a 34% yield).. This data is from Reaction yield outcomes from USPTO patents with 853,638 reactions. (1) The reactants are [CH3:1][O:2][C:3](=[O:16])[C:4]([OH:15])([C:10]1[S:11][CH:12]=[CH:13][CH:14]=1)[C:5]1[S:6][CH:7]=[CH:8][CH:9]=1.[CH2:17]([N:25]1[CH2:29]C[C@@H:27](O)[CH2:26]1)[CH2:18][C:19]1[CH:24]=[CH:23][CH:22]=[CH:21][CH:20]=1. No catalyst specified. The product is [CH2:17]([N:25]1[CH2:26][CH2:27][C@@H:1]([O:2][C:3](=[O:16])[C:4]([OH:15])([C:5]2[S:6][CH:7]=[CH:8][CH:9]=2)[C:10]2[S:11][CH:12]=[CH:13][CH:14]=2)[CH2:29]1)[CH2:18][C:19]1[CH:20]=[CH:21][CH:22]=[CH:23][CH:24]=1. The yield is 0.505. (2) The reactants are [Cl:1][C:2]1[CH:6]=[C:5]([C:7](O)=[O:8])[N:4]([CH3:10])[N:3]=1.O1CCCC1.C(Cl)(=O)C(Cl)=O.[NH2:22][C:23]1[CH:24]=[C:25]([CH:42]=[CH:43][C:44]=1[CH3:45])[O:26][C:27]1[CH:28]=[CH:29][C:30]2[N:31]([CH:33]=[C:34]([NH:36][C:37]([CH:39]3[CH2:41][CH2:40]3)=[O:38])[N:35]=2)[N:32]=1. The catalyst is CN(C)C=O.CN(C)C(=O)C. The product is [Cl:1][C:2]1[CH:6]=[C:5]([C:7]([NH:22][C:23]2[CH:24]=[C:25]([O:26][C:27]3[CH:28]=[CH:29][C:30]4[N:31]([CH:33]=[C:34]([NH:36][C:37]([CH:39]5[CH2:40][CH2:41]5)=[O:38])[N:35]=4)[N:32]=3)[CH:42]=[CH:43][C:44]=2[CH3:45])=[O:8])[N:4]([CH3:10])[N:3]=1. The yield is 0.740. (3) The yield is 0.580. The catalyst is CC#N.C1COCC1. The product is [CH2:1]([C@:4]([NH:5][C:23]([O:25][C:26]([CH3:29])([CH3:28])[CH3:27])=[O:24])([CH2:30][CH2:31][CH2:32][CH2:33][B:34]1[O:35][C:36]([CH3:41])([CH3:42])[C:37]([CH3:39])([CH3:40])[O:38]1)[C:9]([O:8][CH3:7])=[O:10])[CH:2]=[CH2:3]. The reactants are [CH2:1]([C@:4]1([CH2:30][CH2:31][CH2:32][CH2:33][B:34]2[O:38][C:37]([CH3:40])([CH3:39])[C:36]([CH3:42])([CH3:41])[O:35]2)[C:9](=[O:10])[O:8][C@@H:7](C2C=CC=CC=2)[C@@H](C2C=CC=CC=2)[N:5]1[C:23]([O:25][C:26]([CH3:29])([CH3:28])[CH3:27])=[O:24])[CH:2]=[CH2:3].C(=O)=O.N.[Li]. (4) The reactants are Cl[CH2:2][C:3]1[CH:28]=[CH:27][C:6]([C:7]([NH:9][C:10]2[S:11][C:12]3[C:18]([N:19]4[CH2:24][CH2:23][O:22][CH2:21][CH2:20]4)=[CH:17][CH:16]=[C:15]([O:25][CH3:26])[C:13]=3[N:14]=2)=[O:8])=[CH:5][CH:4]=1.[CH3:29][O-:30].[Na+]. The catalyst is C1COCC1. The product is [CH3:29][O:30][CH2:2][C:3]1[CH:28]=[CH:27][C:6]([C:7]([NH:9][C:10]2[S:11][C:12]3[C:18]([N:19]4[CH2:24][CH2:23][O:22][CH2:21][CH2:20]4)=[CH:17][CH:16]=[C:15]([O:25][CH3:26])[C:13]=3[N:14]=2)=[O:8])=[CH:5][CH:4]=1. The yield is 0.410. (5) The reactants are I[C:2]1[CH:14]=[CH:13][C:12]2[C:11]3[C:6](=[CH:7][C:8](I)=[CH:9][CH:10]=3)[C:5]([CH2:26][CH2:27][O:28][CH2:29][CH2:30][O:31][CH2:32][CH2:33][O:34][CH3:35])([CH2:16][CH2:17][O:18][CH2:19][CH2:20][O:21][CH2:22][CH2:23][O:24][CH3:25])[C:4]=2[CH:3]=1.C(C1(CCCC)C2C=C([C:53]#[C:54][C:55]([CH3:58])([OH:57])[CH3:56])C=CC=2C2C1=CC([C:53]#[C:54][C:55]([CH3:58])([OH:57])[CH3:56])=CC=2)CCC. The catalyst is C1(C)C=CC=CC=1.CCN(CC)CC.[Cu]I.Cl[Pd](Cl)([P](C1C=CC=CC=1)(C1C=CC=CC=1)C1C=CC=CC=1)[P](C1C=CC=CC=1)(C1C=CC=CC=1)C1C=CC=CC=1. The product is [CH3:25][O:24][CH2:23][CH2:22][O:21][CH2:20][CH2:19][O:18][CH2:17][CH2:16][C:5]1([CH2:26][CH2:27][O:28][CH2:29][CH2:30][O:31][CH2:32][CH2:33][O:34][CH3:35])[C:6]2[CH:7]=[C:8]([C:53]#[C:54][C:55]([CH3:58])([OH:57])[CH3:56])[CH:9]=[CH:10][C:11]=2[C:12]2[C:4]1=[CH:3][C:2]([C:53]#[C:54][C:55]([CH3:58])([OH:57])[CH3:56])=[CH:14][CH:13]=2. The yield is 0.940. (6) The reactants are [C:1]1([CH2:7][O:8][C:9]([C:11]2([NH2:17])[CH2:16][CH2:15][CH2:14][CH2:13][CH2:12]2)=[O:10])[CH:6]=[CH:5][CH:4]=[CH:3][CH:2]=1.[C:18](OC(OC(C)(C)C)=O)(OC(C)(C)C)=[O:19].C(N(CC)CC)C.[C:40]1([N:46]2[CH2:51][CH2:50][NH:49][CH2:48][CH2:47]2)[CH:45]=[CH:44][CH:43]=[CH:42][CH:41]=1. The catalyst is C(Cl)Cl. The product is [C:1]1([CH2:7][O:8][C:9]([C:11]2([NH:17][C:18]([N:49]3[CH2:50][CH2:51][N:46]([C:40]4[CH:45]=[CH:44][CH:43]=[CH:42][CH:41]=4)[CH2:47][CH2:48]3)=[O:19])[CH2:12][CH2:13][CH2:14][CH2:15][CH2:16]2)=[O:10])[CH:2]=[CH:3][CH:4]=[CH:5][CH:6]=1. The yield is 0.700. (7) The reactants are [NH2:1][S:2]([C:5]1[CH:10]=[CH:9][C:8](B(O)O)=[CH:7][CH:6]=1)(=[O:4])=[O:3].C(=O)([O-])[O-].[K+].[K+].[CH:20]12[CH2:25][CH:24]1[CH2:23][N:22]([C:26]([C:28]1[C:32]([CH3:33])=[C:31]([C:34]3[CH:39]=[CH:38][C:37]([Cl:40])=[CH:36][CH:35]=3)[N:30]([CH3:41])[C:29]=1Br)=[O:27])[CH2:21]2.C(O)C. The catalyst is C1(C)C=CC=CC=1.C1C=CC([P]([Pd]([P](C2C=CC=CC=2)(C2C=CC=CC=2)C2C=CC=CC=2)([P](C2C=CC=CC=2)(C2C=CC=CC=2)C2C=CC=CC=2)[P](C2C=CC=CC=2)(C2C=CC=CC=2)C2C=CC=CC=2)(C2C=CC=CC=2)C2C=CC=CC=2)=CC=1. The product is [CH:24]12[CH2:25][CH:20]1[CH2:21][N:22]([C:26]([C:28]1[C:32]([CH3:33])=[C:31]([C:34]3[CH:39]=[CH:38][C:37]([Cl:40])=[CH:36][CH:35]=3)[N:30]([CH3:41])[C:29]=1[C:8]1[CH:9]=[CH:10][C:5]([S:2]([NH2:1])(=[O:4])=[O:3])=[CH:6][CH:7]=1)=[O:27])[CH2:23]2. The yield is 0.147.